Predict the product of the given reaction. From a dataset of Forward reaction prediction with 1.9M reactions from USPTO patents (1976-2016). (1) Given the reactants [C:1]1(=[O:14])[C:13]2[C:12]3[CH:11]=[CH:10][CH:9]=[CH:8][C:7]=3[NH:6][C:5]=2[CH2:4][CH2:3][NH:2]1.Br[CH2:16][C:17]1[CH:26]=[CH:25][C:20]([C:21]([O:23][CH3:24])=[O:22])=[CH:19][CH:18]=1.C(=O)([O-])[O-].[Cs+].[Cs+], predict the reaction product. The product is: [CH3:24][O:23][C:21](=[O:22])[C:20]1[CH:25]=[CH:26][C:17]([CH2:16][N:6]2[C:7]3[CH:8]=[CH:9][CH:10]=[CH:11][C:12]=3[C:13]3[C:1](=[O:14])[NH:2][CH2:3][CH2:4][C:5]2=3)=[CH:18][CH:19]=1. (2) Given the reactants C([O:8][C:9]1[CH:14]=[CH:13][C:12]([S:15]([N:18]2[CH2:23][CH:22]=[CH:21][C:20]([CH3:25])([OH:24])[CH:19]2[C:26]([C:39]2[CH:44]=[CH:43][CH:42]=[CH:41][CH:40]=2)([C:33]2[CH:38]=[CH:37][CH:36]=[CH:35][CH:34]=2)[O:27][SiH2:28][C:29]([CH3:32])([CH3:31])[CH3:30])(=[O:17])=[O:16])=[CH:11][CH:10]=1)C1C=CC=CC=1.[H][H], predict the reaction product. The product is: [C:29]([SiH2:28][O:27][C:26]([C:39]1[CH:44]=[CH:43][CH:42]=[CH:41][CH:40]=1)([C:33]1[CH:34]=[CH:35][CH:36]=[CH:37][CH:38]=1)[CH:19]1[C:20]([CH3:25])([OH:24])[CH2:21][CH2:22][CH2:23][N:18]1[S:15]([C:12]1[CH:13]=[CH:14][C:9]([OH:8])=[CH:10][CH:11]=1)(=[O:16])=[O:17])([CH3:30])([CH3:31])[CH3:32]. (3) Given the reactants [C:1]([N:5]1[CH2:10][CH2:9][CH2:8][C@@H:7]([O:11][C:12]2[C:20]([CH:21]3[CH2:23][CH2:22]3)=[CH:19][C:15]([C:16]([O-])=[O:17])=[C:14]([F:24])[CH:13]=2)[CH2:6]1)([CH3:4])([CH3:3])[CH3:2].[OH-].[Na+].[CH3:27][S:28]([NH2:31])(=[O:30])=[O:29].Cl.CN(C)CCCN=C=NCC, predict the reaction product. The product is: [C:1]([N:5]1[CH2:10][CH2:9][CH2:8][C@@H:7]([O:11][C:12]2[C:20]([CH:21]3[CH2:23][CH2:22]3)=[CH:19][C:15]([C:16]([NH:31][S:28]([CH3:27])(=[O:30])=[O:29])=[O:17])=[C:14]([F:24])[CH:13]=2)[CH2:6]1)([CH3:4])([CH3:3])[CH3:2]. (4) Given the reactants [CH3:1][O:2][C:3]1[CH:8]=[CH:7][C:6]([O:9][CH3:10])=[CH:5][C:4]=1[C:11](=[O:13])[CH3:12].[CH3:14][C:15]1[CH:16]=[C:17]([CH:20]=[C:21]([CH3:24])[C:22]=1[OH:23])[CH:18]=O, predict the reaction product. The product is: [CH3:1][O:2][C:3]1[CH:8]=[CH:7][C:6]([O:9][CH3:10])=[CH:5][C:4]=1[C:11](=[O:13])[CH:12]=[CH:18][C:17]1[CH:20]=[C:21]([CH3:24])[C:22]([OH:23])=[C:15]([CH3:14])[CH:16]=1. (5) Given the reactants N#N.[CH3:3][C:4]1[O:5][C:6]([C:12]2[CH:17]=[CH:16][C:15]([NH:18][C:19](=[O:33])[CH2:20][C:21]3[CH:26]=[C:25]([O:27]C)[C:24]([O:29]C)=[C:23]([O:31]C)[CH:22]=3)=[CH:14][C:13]=2[N+:34]([O-:36])=[O:35])=[CH:7][C:8]=1[C:9]([OH:11])=[O:10].B(Br)(Br)Br.O, predict the reaction product. The product is: [CH3:3][C:4]1[O:5][C:6]([C:12]2[CH:17]=[CH:16][C:15]([NH:18][C:19](=[O:33])[CH2:20][C:21]3[CH:26]=[C:25]([OH:27])[C:24]([OH:29])=[C:23]([OH:31])[CH:22]=3)=[CH:14][C:13]=2[N+:34]([O-:36])=[O:35])=[CH:7][C:8]=1[C:9]([OH:11])=[O:10]. (6) Given the reactants C1C=C(Cl)C=C(C(OO)=[O:9])C=1.[CH2:12]([O:19][C:20]1[CH:29]=[CH:28][C:27]2[N:26]=[CH:25][C:24]3[N:30]=[C:31]([CH2:34][CH3:35])[N:32]([CH3:33])[C:23]=3[C:22]=2[CH:21]=1)[C:13]1[CH:18]=[CH:17][CH:16]=[CH:15][CH:14]=1, predict the reaction product. The product is: [CH2:12]([O:19][C:20]1[CH:29]=[CH:28][C:27]2[N+:26]([O-:9])=[CH:25][C:24]3[N:30]=[C:31]([CH2:34][CH3:35])[N:32]([CH3:33])[C:23]=3[C:22]=2[CH:21]=1)[C:13]1[CH:14]=[CH:15][CH:16]=[CH:17][CH:18]=1. (7) Given the reactants F[C:2]1[CH:7]=[CH:6][C:5]([N+:8]([O-:10])=[O:9])=[C:4]([O:11][CH3:12])[CH:3]=1.[CH3:13][C:14]1([CH3:21])[C:19](=[O:20])[CH2:18][CH2:17][NH:16][CH2:15]1.C(=O)([O-])[O-].[K+].[K+], predict the reaction product. The product is: [CH3:12][O:11][C:4]1[CH:3]=[C:2]([N:16]2[CH2:17][CH2:18][C:19](=[O:20])[C:14]([CH3:21])([CH3:13])[CH2:15]2)[CH:7]=[CH:6][C:5]=1[N+:8]([O-:10])=[O:9].